Predict the reaction yield, written as a fraction of the theoretical maximum amount of product (1.0 means a 100% yield; for example, 0.34 means a 34% yield). From a dataset of Reaction yield outcomes from USPTO patents with 853,638 reactions. (1) The reactants are O1CCCCC1[O:7][CH2:8][C:9]1[O:13][C:12]([C:14](=[O:16])[CH3:15])=[CH:11][CH:10]=1. The catalyst is CO. The product is [OH:7][CH2:8][C:9]1[O:13][C:12]([C:14](=[O:16])[CH3:15])=[CH:11][CH:10]=1. The yield is 0.990. (2) The reactants are [CH3:1][C:2]1([CH3:9])[O:6][CH:5]([CH2:7][NH2:8])[CH2:4][O:3]1.N1C=CC=CC=1.[CH3:16][S:17](Cl)(=[O:19])=[O:18]. The catalyst is C(OCC)C. The product is [CH3:1][C:2]1([CH3:9])[O:6][CH:5]([CH2:7][NH:8][S:17]([CH3:16])(=[O:19])=[O:18])[CH2:4][O:3]1. The yield is 0.120. (3) The reactants are [CH3:1][O:2][CH2:3][CH2:4][O:5][CH2:6][CH2:7][N:8]1[C:16]2[C:11](=[CH:12][C:13]([N+:17]([O-])=O)=[CH:14][CH:15]=2)[C:10](=[O:20])[NH:9]1.[H][H].[CH2:23]([C:25]1[CH:30]=[CH:29][CH:28]=[CH:27][C:26]=1[N:31]=[C:32]=[O:33])[CH3:24].P([O-])([O-])([O-])=O. The catalyst is C(O)C.C(O)(=O)C.[Pd].O.C(OCC)(=O)C. The product is [CH2:23]([C:25]1[CH:30]=[CH:29][CH:28]=[CH:27][C:26]=1[NH:31][C:32]([NH:17][C:13]1[CH:12]=[C:11]2[C:16](=[CH:15][CH:14]=1)[N:8]([CH2:7][CH2:6][O:5][CH2:4][CH2:3][O:2][CH3:1])[NH:9][C:10]2=[O:20])=[O:33])[CH3:24]. The yield is 0.250.